Dataset: Reaction yield outcomes from USPTO patents with 853,638 reactions. Task: Predict the reaction yield, written as a fraction of the theoretical maximum amount of product (1.0 means a 100% yield; for example, 0.34 means a 34% yield). The reactants are [Cl:1][C:2]1[CH:7]=[CH:6][CH:5]=[CH:4][C:3]=1[C:8]1[C:12]([C:13]2[NH:14][CH:15]=[CH:16][N:17]=2)=[CH:11][N:10]([C:18]2[C:23]([CH3:24])=[CH:22][N:21]=[C:20]([F:25])[CH:19]=2)[N:9]=1.[H-].[Na+].Cl[CH2:29][O:30][CH2:31][CH2:32][Si:33]([CH3:36])([CH3:35])[CH3:34]. The catalyst is CN(C=O)C.O. The product is [Cl:1][C:2]1[CH:7]=[CH:6][CH:5]=[CH:4][C:3]=1[C:8]1[C:12]([C:13]2[N:17]([CH2:29][O:30][CH2:31][CH2:32][Si:33]([CH3:36])([CH3:35])[CH3:34])[CH:16]=[CH:15][N:14]=2)=[CH:11][N:10]([C:18]2[C:23]([CH3:24])=[CH:22][N:21]=[C:20]([F:25])[CH:19]=2)[N:9]=1. The yield is 0.730.